This data is from Full USPTO retrosynthesis dataset with 1.9M reactions from patents (1976-2016). The task is: Predict the reactants needed to synthesize the given product. Given the product [CH2:1]([C:8]1[CH:9]=[CH:10][C:11]([C:12]2[O:14][N:54]=[C:52]([C:49]3[CH:48]=[C:47]([CH2:46][OH:45])[S:51][CH:50]=3)[N:53]=2)=[CH:15][CH:16]=1)[C:2]1[CH:3]=[CH:4][CH:5]=[CH:6][CH:7]=1, predict the reactants needed to synthesize it. The reactants are: [CH2:1]([C:8]1[CH:16]=[CH:15][C:11]([C:12]([OH:14])=O)=[CH:10][CH:9]=1)[C:2]1[CH:7]=[CH:6][CH:5]=[CH:4][CH:3]=1.ON1C2C=CC=CC=2N=N1.C(N=C=NCCCN(C)C)C.[Si]([O:45][CH2:46][C:47]1[S:51][CH:50]=[C:49]([C:52](=[N:54]O)[NH2:53])[CH:48]=1)(C(C)(C)C)(C)C.[F-].C([N+](CCCC)(CCCC)CCCC)CCC.